Dataset: NCI-60 drug combinations with 297,098 pairs across 59 cell lines. Task: Regression. Given two drug SMILES strings and cell line genomic features, predict the synergy score measuring deviation from expected non-interaction effect. (1) Drug 1: CC12CCC3C(C1CCC2=O)CC(=C)C4=CC(=O)C=CC34C. Drug 2: CC12CCC3C(C1CCC2OP(=O)(O)O)CCC4=C3C=CC(=C4)OC(=O)N(CCCl)CCCl.[Na+]. Cell line: NCIH23. Synergy scores: CSS=8.40, Synergy_ZIP=-7.22, Synergy_Bliss=-25.1, Synergy_Loewe=-48.5, Synergy_HSA=-23.8. (2) Cell line: SNB-19. Drug 2: COC1=C2C(=CC3=C1OC=C3)C=CC(=O)O2. Drug 1: CC(C1=C(C=CC(=C1Cl)F)Cl)OC2=C(N=CC(=C2)C3=CN(N=C3)C4CCNCC4)N. Synergy scores: CSS=12.4, Synergy_ZIP=1.23, Synergy_Bliss=6.83, Synergy_Loewe=1.60, Synergy_HSA=5.29. (3) Drug 1: C1=C(C(=O)NC(=O)N1)F. Drug 2: CC1=C(C(CCC1)(C)C)C=CC(=CC=CC(=CC(=O)O)C)C. Cell line: M14. Synergy scores: CSS=36.5, Synergy_ZIP=2.37, Synergy_Bliss=0.938, Synergy_Loewe=-0.449, Synergy_HSA=0.160. (4) Cell line: HCT116. Drug 1: C1CC(=O)NC(=O)C1N2CC3=C(C2=O)C=CC=C3N. Synergy scores: CSS=22.0, Synergy_ZIP=-3.28, Synergy_Bliss=2.26, Synergy_Loewe=-17.7, Synergy_HSA=4.68. Drug 2: CC1CCC2CC(C(=CC=CC=CC(CC(C(=O)C(C(C(=CC(C(=O)CC(OC(=O)C3CCCCN3C(=O)C(=O)C1(O2)O)C(C)CC4CCC(C(C4)OC)OCCO)C)C)O)OC)C)C)C)OC.